Dataset: Forward reaction prediction with 1.9M reactions from USPTO patents (1976-2016). Task: Predict the product of the given reaction. (1) Given the reactants [C:1]1([NH:7][C:8]2[CH:13]=[CH:12][CH:11]=[CH:10][CH:9]=2)[CH:6]=[CH:5][CH:4]=[CH:3][CH:2]=1.[H-].[Na+].[Br:16][CH2:17][C:18](Br)=[O:19].O, predict the reaction product. The product is: [C:8]1([N:7]([C:1]2[CH:2]=[CH:3][CH:4]=[CH:5][CH:6]=2)[C:18](=[O:19])[CH2:17][Br:16])[CH:9]=[CH:10][CH:11]=[CH:12][CH:13]=1. (2) Given the reactants [C:1]([O:5][C:6]([NH:8][C@@H:9]([CH2:23][C@H:24]1[CH2:29][CH2:28][C@@H:27](O)[CH2:26][CH2:25]1)[CH2:10][N:11]([CH3:22])[C:12](=[O:21])[O:13][CH2:14][C:15]1[CH:20]=[CH:19][CH:18]=[CH:17][CH:16]=1)=[O:7])([CH3:4])([CH3:3])[CH3:2].CCN(CC)CC.[F-].[F:39]C(F)(S(F)(=O)=O)C(F)(F)C(F)(F)C(F)(F)F.C1COCC1, predict the reaction product. The product is: [C:1]([O:5][C:6]([NH:8][C@@H:9]([CH2:23][C@H:24]1[CH2:29][CH2:28][C@H:27]([F:39])[CH2:26][CH2:25]1)[CH2:10][N:11]([CH3:22])[C:12](=[O:21])[O:13][CH2:14][C:15]1[CH:20]=[CH:19][CH:18]=[CH:17][CH:16]=1)=[O:7])([CH3:4])([CH3:3])[CH3:2]. (3) Given the reactants [O:1]=[C:2]([N:10]1[CH2:15][CH2:14][CH2:13][CH2:12][CH:11]1[C:16]([OH:18])=O)[C:3](=[O:9])[C:4]1[S:5][CH:6]=[CH:7][CH:8]=1.[NH:19]([C:21]1[CH:26]=[C:25]([C:27]([F:30])([F:29])[F:28])[CH:24]=[C:23]([CH3:31])[N:22]=1)[NH2:20].C1CN([P+](Br)(N2CCCC2)N2CCCC2)CC1.F[P-](F)(F)(F)(F)F.CCN(C(C)C)C(C)C, predict the reaction product. The product is: [CH3:31][C:23]1[N:22]=[C:21]([NH:19][NH:20][C:16]([CH:11]2[CH2:12][CH2:13][CH2:14][CH2:15][N:10]2[C:2](=[O:1])[C:3](=[O:9])[C:4]2[S:5][CH:6]=[CH:7][CH:8]=2)=[O:18])[CH:26]=[C:25]([C:27]([F:30])([F:28])[F:29])[CH:24]=1. (4) Given the reactants [NH2:1][C:2]1[C:3]([C:16]([O:18][CH2:19][CH3:20])=[O:17])=[N:4][CH:5]=[C:6]([CH2:8][C:9]2[CH:14]=[CH:13][C:12]([F:15])=[CH:11][CH:10]=2)[CH:7]=1.F[C:22](F)(F)C(OC(=O)C(F)(F)F)=O.CI, predict the reaction product. The product is: [F:15][C:12]1[CH:11]=[CH:10][C:9]([CH2:8][C:6]2[CH:7]=[C:2]([NH:1][CH3:22])[C:3]([C:16]([O:18][CH2:19][CH3:20])=[O:17])=[N:4][CH:5]=2)=[CH:14][CH:13]=1.